From a dataset of Merck oncology drug combination screen with 23,052 pairs across 39 cell lines. Regression. Given two drug SMILES strings and cell line genomic features, predict the synergy score measuring deviation from expected non-interaction effect. (1) Drug 1: COC1=C2CC(C)CC(OC)C(O)C(C)C=C(C)C(OC(N)=O)C(OC)C=CC=C(C)C(=O)NC(=CC1=O)C2=O. Drug 2: Cn1c(=O)n(-c2ccc(C(C)(C)C#N)cc2)c2c3cc(-c4cnc5ccccc5c4)ccc3ncc21. Cell line: HCT116. Synergy scores: synergy=35.8. (2) Drug 1: CN(Cc1cnc2nc(N)nc(N)c2n1)c1ccc(C(=O)NC(CCC(=O)O)C(=O)O)cc1. Drug 2: O=C(NOCC(O)CO)c1ccc(F)c(F)c1Nc1ccc(I)cc1F. Cell line: NCIH460. Synergy scores: synergy=-22.3. (3) Drug 1: COC1CC2CCC(C)C(O)(O2)C(=O)C(=O)N2CCCCC2C(=O)OC(C(C)CC2CCC(OP(C)(C)=O)C(OC)C2)CC(=O)C(C)C=C(C)C(O)C(OC)C(=O)C(C)CC(C)C=CC=CC=C1C. Drug 2: CCc1cnn2c(NCc3ccc[n+]([O-])c3)cc(N3CCCCC3CCO)nc12. Cell line: UWB1289. Synergy scores: synergy=2.77.